Dataset: Forward reaction prediction with 1.9M reactions from USPTO patents (1976-2016). Task: Predict the product of the given reaction. (1) Given the reactants [F:1][C:2]([F:14])([F:13])[CH:3]([N:5]1[CH2:8][CH:7]([C:9](OC)=[O:10])[CH2:6]1)[CH3:4].[H-].[H-].[H-].[H-].[Li+].[Al+3].O, predict the reaction product. The product is: [F:14][C:2]([F:1])([F:13])[CH:3]([N:5]1[CH2:8][CH:7]([CH2:9][OH:10])[CH2:6]1)[CH3:4]. (2) Given the reactants [CH2:1]([O:3][CH:4]([CH2:10][C:11]1[CH:16]=[CH:15][C:14]([O:17][CH2:18][CH2:19][N:20]2[C:24]3[CH:25]=[CH:26][CH:27]=[CH:28][C:23]=3[N:22]=[C:21]2[C:29]([F:32])([F:31])[F:30])=[CH:13][CH:12]=1)[C:5]([O:7]CC)=[O:6])[CH3:2].[OH-].[Na+], predict the reaction product. The product is: [CH2:1]([O:3][CH:4]([CH2:10][C:11]1[CH:12]=[CH:13][C:14]([O:17][CH2:18][CH2:19][N:20]2[C:24]3[CH:25]=[CH:26][CH:27]=[CH:28][C:23]=3[N:22]=[C:21]2[C:29]([F:30])([F:31])[F:32])=[CH:15][CH:16]=1)[C:5]([OH:7])=[O:6])[CH3:2].